Task: Predict which catalyst facilitates the given reaction.. Dataset: Catalyst prediction with 721,799 reactions and 888 catalyst types from USPTO (1) Reactant: Cl[S:2]([C:5]1[O:9][C:8]([C:10]([O:12][CH3:13])=[O:11])=[CH:7][CH:6]=1)(=[O:4])=[O:3].[CH3:14][N:15]1[CH2:20][CH2:19][NH:18][CH2:17][CH2:16]1.C(=O)([O-])[O-].[Na+].[Na+].C(OCC)(=O)C. Product: [CH3:14][N:15]1[CH2:20][CH2:19][N:18]([S:2]([C:5]2[O:9][C:8]([C:10]([O:12][CH3:13])=[O:11])=[CH:7][CH:6]=2)(=[O:4])=[O:3])[CH2:17][CH2:16]1. The catalyst class is: 7. (2) The catalyst class is: 12. Product: [C:39]([C:37]1[CH:38]=[C:34]([NH:33][C:32]([NH:27][C@@H:20]2[C:21]3[C:26](=[CH:25][CH:24]=[CH:23][CH:22]=3)[C@@H:17]([O:16][C:13]3[CH:14]=[CH:15][C:10]4[N:11]([C:7]([N:1]5[CH2:2][CH2:3][CH2:4][CH2:5][CH2:6]5)=[N:8][N:9]=4)[CH:12]=3)[CH2:18][CH2:19]2)=[O:31])[N:35]([C:43]2[CH:48]=[CH:47][C:46]([CH3:49])=[CH:45][CH:44]=2)[N:36]=1)([CH3:42])([CH3:40])[CH3:41]. Reactant: [N:1]1([C:7]2[N:11]3[CH:12]=[C:13]([O:16][C@@H:17]4[C:26]5[C:21](=[CH:22][CH:23]=[CH:24][CH:25]=5)[C@@H:20]([NH2:27])[CH2:19][CH2:18]4)[CH:14]=[CH:15][C:10]3=[N:9][N:8]=2)[CH2:6][CH2:5][CH2:4][CH2:3][CH2:2]1.ClC(Cl)(Cl)C[O:31][C:32](=O)[NH:33][C:34]1[N:35]([C:43]2[CH:48]=[CH:47][C:46]([CH3:49])=[CH:45][CH:44]=2)[N:36]=[C:37]([C:39]([CH3:42])([CH3:41])[CH3:40])[CH:38]=1.CCN(C(C)C)C(C)C. (3) Reactant: [CH3:1][CH:2]([CH3:37])[CH2:3][C@@H:4]([NH:18][C:19](=[O:36])[CH:20]([NH:28]C(=O)OC(C)(C)C)[CH2:21][C:22]1[CH:27]=[CH:26][CH:25]=[CH:24][CH:23]=1)[B:5]1[O:9][C@H:8]2[CH2:10][C@@H:11]3[CH2:14][C@H:13]([C@:7]2([CH3:17])[O:6]1)[C:12]3([CH3:16])[CH3:15]. Product: [CH3:1][CH:2]([CH3:37])[CH2:3][C@@H:4]([NH:18][C:19](=[O:36])[C@H:20]([CH2:21][C:22]1[CH:23]=[CH:24][CH:25]=[CH:26][CH:27]=1)[NH2:28])[B:5]1[O:9][C@H:8]2[CH2:10][C@@H:11]3[CH2:14][C@H:13]([C@:7]2([CH3:17])[O:6]1)[C:12]3([CH3:16])[CH3:15]. The catalyst class is: 11. (4) Reactant: FC(F)(F)C(O)=O.[CH2:8]([NH:10][C:11]1[N:12]([CH2:43][CH:44]([CH3:46])[CH3:45])[C:13]2[C:22]3[CH:21]=[CH:20][CH:19]=[CH:18][C:17]=3[N:16]=[C:15]([N:23](CC3C=CC(OC)=CC=3)CC3C=CC(OC)=CC=3)[C:14]=2[N:42]=1)[CH3:9].[OH-].[Na+].C(=O)(O)[O-].[Na+]. Product: [CH2:8]([NH:10][C:11]1[N:12]([CH2:43][CH:44]([CH3:45])[CH3:46])[C:13]2[C:22]3[CH:21]=[CH:20][CH:19]=[CH:18][C:17]=3[N:16]=[C:15]([NH2:23])[C:14]=2[N:42]=1)[CH3:9]. The catalyst class is: 4.